Dataset: TCR-epitope binding with 47,182 pairs between 192 epitopes and 23,139 TCRs. Task: Binary Classification. Given a T-cell receptor sequence (or CDR3 region) and an epitope sequence, predict whether binding occurs between them. The epitope is SEVGPEHSLAEY. The TCR CDR3 sequence is CASSLTTDWAEAFF. Result: 0 (the TCR does not bind to the epitope).